Dataset: Reaction yield outcomes from USPTO patents with 853,638 reactions. Task: Predict the reaction yield, written as a fraction of the theoretical maximum amount of product (1.0 means a 100% yield; for example, 0.34 means a 34% yield). (1) The reactants are Cl.[NH2:2][C:3]1[C:8]([OH:9])=[C:7]([Cl:10])[C:6]([CH3:11])=[C:5]([Cl:12])[CH:4]=1.CCN(C(C)C)C(C)C.[C:22]12([N:32]=[C:33]=[O:34])[CH2:31][CH:26]3[CH2:27][CH:28]([CH2:30][CH:24]([CH2:25]3)[CH2:23]1)[CH2:29]2.CNCCS. The catalyst is O1CCOCC1.CS(C)=O.C(Cl)Cl. The product is [C:22]12([NH:32][C:33]([NH:2][C:3]3[CH:4]=[C:5]([Cl:12])[C:6]([CH3:11])=[C:7]([Cl:10])[C:8]=3[OH:9])=[O:34])[CH2:31][CH:26]3[CH2:27][CH:28]([CH2:30][CH:24]([CH2:25]3)[CH2:23]1)[CH2:29]2. The yield is 0.640. (2) The reactants are [I:1][C:2]1[NH:6][N:5]=[CH:4][CH:3]=1.[H-].[Na+].Br[CH2:10][C:11]1[CH:16]=[CH:15][C:14]([O:17][CH3:18])=[CH:13][CH:12]=1. The catalyst is CC(N(C)C)=O. The product is [I:1][C:2]1[N:6]([CH2:10][C:11]2[CH:16]=[CH:15][C:14]([O:17][CH3:18])=[CH:13][CH:12]=2)[N:5]=[CH:4][CH:3]=1. The yield is 0.830. (3) The reactants are [S:1]([N:11]1[C:19]2[CH:18]=[CH:17][CH:16]=[C:15]([C:20]#[N:21])[C:14]=2[CH:13]=[CH:12]1)([C:4]1[CH:10]=[CH:9][C:7]([CH3:8])=[CH:6][CH:5]=1)(=[O:3])=[O:2].N. The catalyst is CO.[Ni]. The product is [S:1]([N:11]1[C:19]2[C:14](=[C:15]([CH2:20][NH2:21])[CH:16]=[CH:17][CH:18]=2)[CH:13]=[CH:12]1)([C:4]1[CH:5]=[CH:6][C:7]([CH3:8])=[CH:9][CH:10]=1)(=[O:2])=[O:3]. The yield is 0.780. (4) The reactants are [N+:1]([C:4]1[CH:9]=[CH:8][CH:7]=[CH:6][C:5]=1[OH:10])([O-:3])=[O:2].[OH-].[Na+].O.[Br:14][CH2:15][CH2:16]Br. No catalyst specified. The product is [Br:14][CH2:15][CH2:16][O:10][C:5]1[CH:6]=[CH:7][CH:8]=[CH:9][C:4]=1[N+:1]([O-:3])=[O:2]. The yield is 0.630. (5) The catalyst is CCOC(C)=O.Cl. The reactants are [NH:1]1[CH2:6][CH2:5][O:4][CH2:3][CH2:2]1.C(N(CC)CC)C.[Cl:14][CH2:15][C:16](Cl)=[O:17]. The product is [Cl:14][CH2:15][C:16]([N:1]1[CH2:6][CH2:5][O:4][CH2:3][CH2:2]1)=[O:17]. The yield is 0.760. (6) The reactants are [Cl:1][C:2]1[CH:3]=[C:4]([CH:10]=O)[C:5](=[O:9])[N:6]([CH3:8])[N:7]=1.Cl.[NH2:13][OH:14]. The catalyst is CO.O. The product is [Cl:1][C:2]1[CH:3]=[C:4]([CH:10]=[N:13][OH:14])[C:5](=[O:9])[N:6]([CH3:8])[N:7]=1. The yield is 0.736. (7) The reactants are C[O:2][C:3]([C:5]1[C:13]2[S:12][C:11]([NH:14][C:15]([NH:17][CH2:18][CH3:19])=[O:16])=[N:10][C:9]=2[CH:8]=[C:7]([C:20]2[CH:21]=[N:22][CH:23]=[CH:24][CH:25]=2)[CH:6]=1)=O.O.[NH2:27][NH2:28]. The catalyst is CO.O. The product is [CH2:18]([NH:17][C:15]([NH:14][C:11]1[S:12][C:13]2[C:5]([C:3]([NH:27][NH2:28])=[O:2])=[CH:6][C:7]([C:20]3[CH:21]=[N:22][CH:23]=[CH:24][CH:25]=3)=[CH:8][C:9]=2[N:10]=1)=[O:16])[CH3:19]. The yield is 0.980.